This data is from Forward reaction prediction with 1.9M reactions from USPTO patents (1976-2016). The task is: Predict the product of the given reaction. (1) Given the reactants [Cl:1][C:2]1[CH:23]=[CH:22][CH:21]=[CH:20][C:3]=1[O:4][CH2:5][C:6]1[CH:7]=[C:8]([CH:17]=[CH:18][CH:19]=1)[C:9]([NH:11][C:12]1[CH:13]=[N:14][NH:15][CH:16]=1)=[O:10].[N:24]1[CH:29]=[CH:28][CH:27]=[C:26](B(O)O)[CH:25]=1.N1C=CC=CC=1, predict the reaction product. The product is: [Cl:1][C:2]1[CH:23]=[CH:22][CH:21]=[CH:20][C:3]=1[O:4][CH2:5][C:6]1[CH:7]=[C:8]([CH:17]=[CH:18][CH:19]=1)[C:9]([NH:11][C:12]1[CH:16]=[N:15][N:14]([C:26]2[CH:25]=[N:24][CH:29]=[CH:28][CH:27]=2)[CH:13]=1)=[O:10]. (2) Given the reactants [NH2:1][C@@H:2]([CH2:14][N:15]([CH3:17])[CH3:16])[CH2:3][C:4]([O:6][CH2:7][C:8]1[CH:13]=[CH:12][CH:11]=[CH:10][CH:9]=1)=[O:5].[N:18]1[CH:23]=[CH:22][CH:21]=[CH:20][C:19]=1[C:24]1[S:28][C:27]([S:29](Cl)(=[O:31])=[O:30])=[CH:26][CH:25]=1, predict the reaction product. The product is: [CH3:17][N:15]([CH3:16])[CH2:14][C@H:2]([NH:1][S:29]([C:27]1[S:28][C:24]([C:19]2[CH:20]=[CH:21][CH:22]=[CH:23][N:18]=2)=[CH:25][CH:26]=1)(=[O:30])=[O:31])[CH2:3][C:4]([O:6][CH2:7][C:8]1[CH:13]=[CH:12][CH:11]=[CH:10][CH:9]=1)=[O:5].